From a dataset of CYP1A2 inhibition data for predicting drug metabolism from PubChem BioAssay. Regression/Classification. Given a drug SMILES string, predict its absorption, distribution, metabolism, or excretion properties. Task type varies by dataset: regression for continuous measurements (e.g., permeability, clearance, half-life) or binary classification for categorical outcomes (e.g., BBB penetration, CYP inhibition). Dataset: cyp1a2_veith. (1) The compound is O=C(CCC(=O)Nc1ccccc1)NNC(=O)c1cccs1. The result is 0 (non-inhibitor). (2) The molecule is COc1ccc(CNc2cc(-c3ccccc3Cl)ncn2)c(OC)c1. The result is 1 (inhibitor). (3) The compound is O=c1cc(CO)oc(CN2CCCC2)c1O. The result is 0 (non-inhibitor). (4) The drug is Cc1cc(C)c2[nH]c(=O)c(CN(Cc3ccco3)C(=O)c3cccs3)cc2c1. The result is 1 (inhibitor). (5) The drug is O=C(Nc1ccc(S(=O)(=O)N2CCCC2)cc1)c1ccc(CN2CCOCC2)cc1. The result is 1 (inhibitor).